From a dataset of Full USPTO retrosynthesis dataset with 1.9M reactions from patents (1976-2016). Predict the reactants needed to synthesize the given product. (1) Given the product [CH3:13][C:12]([CH3:15])([CH3:14])[C:11](=[O:16])[CH:10]=[CH:6][C:5]1[CH:8]=[CH:9][C:2]([CH3:1])=[CH:3][CH:4]=1, predict the reactants needed to synthesize it. The reactants are: [CH3:1][C:2]1[CH:9]=[CH:8][C:5]([CH:6]=O)=[CH:4][CH:3]=1.[CH3:10][C:11](=[O:16])[C:12]([CH3:15])([CH3:14])[CH3:13].[OH-].[Na+]. (2) Given the product [Br:14][C:4]1[N:3]=[CH:2][S:1][C:5]=1[NH:6][C:7](=[O:13])[O:8][C:9]([CH3:10])([CH3:12])[CH3:11], predict the reactants needed to synthesize it. The reactants are: [S:1]1[C:5]([NH:6][C:7](=[O:13])[O:8][C:9]([CH3:12])([CH3:11])[CH3:10])=[CH:4][N:3]=[CH:2]1.[Br:14]N1C(=O)CCC1=O. (3) The reactants are: [O:1]1[CH2:6][CH2:5][CH2:4][CH2:3][CH:2]1[O:7][CH2:8][CH2:9][N:10]1[CH:14]=[C:13]([C:15]2[CH:16]=[CH:17][C:18]3[N:19]([CH:21]=[N:22][N:23]=3)[CH:20]=2)[CH:12]=[N:11]1.[Br:24]N1C(=O)CCC1=O. Given the product [Br:24][C:21]1[N:19]2[CH:20]=[C:15]([C:13]3[CH:12]=[N:11][N:10]([CH2:9][CH2:8][O:7][CH:2]4[CH2:3][CH2:4][CH2:5][CH2:6][O:1]4)[CH:14]=3)[CH:16]=[CH:17][C:18]2=[N:23][N:22]=1, predict the reactants needed to synthesize it. (4) Given the product [C:1]([C:3]1[CH:4]=[C:5]([S:10]([NH:13][C:14](=[O:15])[O:16][C:17]([CH3:20])([CH3:19])[CH3:18])(=[O:12])=[O:11])[CH:6]=[CH:7][C:8]=1[F:9])#[N:2], predict the reactants needed to synthesize it. The reactants are: [C:1]([C:3]1[CH:4]=[C:5]([S:10]([NH2:13])(=[O:12])=[O:11])[CH:6]=[CH:7][C:8]=1[F:9])#[N:2].[C:14](O[C:14]([O:16][C:17]([CH3:20])([CH3:19])[CH3:18])=[O:15])([O:16][C:17]([CH3:20])([CH3:19])[CH3:18])=[O:15].C(N(CC)CC)C. (5) Given the product [OH:12][C@@H:8]1[C@H:9]([OH:10])[C@@H:4]([OH:3])[CH:5]([OH:37])[O:6][CH:7]1[CH2:15][O:16][C:17]([N:19]1[C:27]2[C:22](=[CH:23][CH:24]=[CH:25][CH:26]=2)/[C:21](=[CH:28]/[C:29]2[NH:30][C:31]([CH3:35])=[CH:32][C:33]=2[CH3:34])/[C:20]1=[O:36])=[O:18], predict the reactants needed to synthesize it. The reactants are: CC1(C)[O:37][C@H:5]2[O:6][CH:7]([CH2:15][O:16][C:17]([N:19]3[C:27]4[C:22](=[CH:23][CH:24]=[CH:25][CH:26]=4)/[C:21](=[CH:28]/[C:29]4[NH:30][C:31]([CH3:35])=[CH:32][C:33]=4[CH3:34])/[C:20]3=[O:36])=[O:18])[C@@H:8]3[O:12]C(C)(C)[O:10][C@@H:9]3[C@H:4]2[O:3]1. (6) Given the product [F:34][C:20]1[C:19]([C:9]2[N:10]=[C:11]([N:13]3[CH2:18][CH2:17][O:16][CH2:15][CH2:14]3)[S:12][C:8]=2[C:6]2[CH:5]=[CH:4][N:3]=[C:2]([CH3:35])[N:7]=2)=[CH:24][CH:23]=[CH:22][C:21]=1[NH:25][S:26]([C:29]1[CH:33]=[CH:32][O:31][CH:30]=1)(=[O:28])=[O:27], predict the reactants needed to synthesize it. The reactants are: Cl[C:2]1[N:7]=[C:6]([C:8]2[S:12][C:11]([N:13]3[CH2:18][CH2:17][O:16][CH2:15][CH2:14]3)=[N:10][C:9]=2[C:19]2[C:20]([F:34])=[C:21]([NH:25][S:26]([C:29]3[CH:33]=[CH:32][O:31][CH:30]=3)(=[O:28])=[O:27])[CH:22]=[CH:23][CH:24]=2)[CH:5]=[CH:4][N:3]=1.[CH3:35][Zn]C.C1(C)C=CC=CC=1. (7) Given the product [Br:24][C:15]1[C:14]([C:16]2[CH:21]=[CH:20][CH:19]=[CH:18][CH:17]=2)=[N:13][N:12]2[C:7]([NH:6][CH:1]3[CH2:5][CH2:4][CH2:3][CH2:2]3)=[N:8][C:9]([S:22][CH3:23])=[N:10][C:11]=12, predict the reactants needed to synthesize it. The reactants are: [CH:1]1([NH:6][C:7]2[N:12]3[N:13]=[C:14]([C:16]4[CH:21]=[CH:20][CH:19]=[CH:18][CH:17]=4)[CH:15]=[C:11]3[N:10]=[C:9]([S:22][CH3:23])[N:8]=2)[CH2:5][CH2:4][CH2:3][CH2:2]1.[Br:24]N1C(=O)CCC1=O.